From a dataset of Reaction yield outcomes from USPTO patents with 853,638 reactions. Predict the reaction yield, written as a fraction of the theoretical maximum amount of product (1.0 means a 100% yield; for example, 0.34 means a 34% yield). (1) The yield is 0.640. No catalyst specified. The product is [ClH:5].[Cl:5][C:18]1[C:13]([N:10]2[CH2:11][CH2:12][CH2:8][C@@H:7]([NH:6][CH:2]([CH3:3])[CH3:1])[CH2:9]2)=[C:14]2[C:22]([NH:23][C:24](=[O:31])[C:25]3[CH:30]=[CH:29][CH:28]=[N:27][CH:26]=3)=[CH:21][NH:20][C:15]2=[N:16][CH:17]=1. The reactants are [CH3:1][C:2](=O)[CH3:3].[ClH:5].[NH2:6][CH2:7][C@@H:8]1[CH2:12][CH2:11][N:10]([C:13]2[C:18](Br)=[CH:17][N:16]=[C:15]3[NH:20][CH:21]=[C:22]([NH:23][C:24](=[O:31])[C:25]4[CH:30]=[CH:29][CH:28]=[N:27][CH:26]=4)[C:14]=23)[CH2:9]1. (2) The reactants are Br[C:2]1[CH:3]=[N:4][CH:5]=[C:6]([O:8][CH:9]([CH3:11])[CH3:10])[CH:7]=1.[CH3:12][N:13](C(OC(C)(C)C)=O)[C@H:14]([CH2:16][CH:17]=[CH2:18])[CH3:15].C([O-])([O-])=O.[K+].[K+].[OH:32][C:33]1[CH:41]=[CH:40][C:36]([C:37]([OH:39])=[O:38])=[CH:35][CH:34]=1. The catalyst is C([O-])(=O)C.[Pd+2].C([O-])(=O)C.C1(C)C=CC=CC=1P(C1C=CC=CC=1C)C1C=CC=CC=1C.CN(C=O)C. The product is [OH:32][C:33]1[CH:41]=[CH:40][C:36]([C:37]([OH:39])=[O:38])=[CH:35][CH:34]=1.[CH3:12][NH:13][C@H:14]([CH2:16]/[CH:17]=[CH:18]/[C:2]1[CH:3]=[N:4][CH:5]=[C:6]([O:8][CH:9]([CH3:11])[CH3:10])[CH:7]=1)[CH3:15]. The yield is 0.616. (3) The reactants are [CH3:1][C:2]([C:4]1[CH:5]=[CH:6][C:7]([OH:10])=[CH:8][CH:9]=1)=[O:3].C([O-])([O-])=O.[K+].[K+].[CH2:29](C(Br)COCC(Br)[CH2:29][C:30]1[CH:35]=[CH:34][CH:33]=[CH:32][CH:31]=1)[C:30]1[CH:35]=[CH:34][CH:33]=[CH:32][CH:31]=1.[CH2:38]([OH:40])[CH3:39]. No catalyst specified. The product is [CH2:29]([O:40][CH2:38][CH2:39][O:10][C:7]1[CH:8]=[CH:9][C:4]([C:2](=[O:3])[CH3:1])=[CH:5][CH:6]=1)[C:30]1[CH:31]=[CH:32][CH:33]=[CH:34][CH:35]=1. The yield is 0.610. (4) The reactants are [I:1][C:2]1[CH:7]=[CH:6][C:5]([CH2:8][CH2:9][CH2:10][CH2:11][CH2:12][CH2:13][CH2:14][CH2:15][CH2:16][CH2:17][CH2:18][CH2:19][CH2:20][CH2:21][CH2:22][OH:23])=[CH:4][CH:3]=1.[S:24](Cl)([C:27]1[CH:33]=[CH:32][C:30]([CH3:31])=[CH:29][CH:28]=1)(=[O:26])=[O:25]. The catalyst is CN(C)C1C=CN=CC=1.ClCCl. The product is [S:24]([C:27]1[CH:33]=[CH:32][C:30]([CH3:31])=[CH:29][CH:28]=1)([O:23][CH2:22][CH2:21][CH2:20][CH2:19][CH2:18][CH2:17][CH2:16][CH2:15][CH2:14][CH2:13][CH2:12][CH2:11][CH2:10][CH2:9][CH2:8][C:5]1[CH:4]=[CH:3][C:2]([I:1])=[CH:7][CH:6]=1)(=[O:26])=[O:25]. The yield is 0.950. (5) The reactants are C[O:2][C:3]([C:5]1[N:6]([CH2:31][CH:32]=O)[CH:7]=[C:8]([C:20](=[O:30])[NH:21][CH2:22][C:23]2[CH:28]=[CH:27][C:26]([F:29])=[CH:25][CH:24]=2)[C:9](=[O:19])[C:10]=1[O:11][CH2:12][C:13]1[CH:18]=[CH:17][CH:16]=[CH:15][CH:14]=1)=O.[NH2:34][C@H:35]([CH3:42])[CH2:36][CH2:37][NH:38][CH:39]([CH3:41])[CH3:40].C(O)(=O)C. The catalyst is ClCCl. The product is [F:29][C:26]1[CH:25]=[CH:24][C:23]([CH2:22][NH:21][C:20]([C:8]2[C:9](=[O:19])[C:10]([O:11][CH2:12][C:13]3[CH:18]=[CH:17][CH:16]=[CH:15][CH:14]=3)=[C:5]3[C:3](=[O:2])[N:34]4[C@H:35]([CH3:42])[CH2:36][CH2:37][N:38]([CH:39]([CH3:41])[CH3:40])[C@H:32]4[CH2:31][N:6]3[CH:7]=2)=[O:30])=[CH:28][CH:27]=1. The yield is 0.560. (6) The reactants are [NH:1]1[CH:5]=[CH:4][N:3]=[CH:2]1.[F:6][C:7]([F:12])([F:11])[C:8]([OH:10])=[O:9].[Cl:13][C:14]1[CH:15]=[CH:16][C:17](I)=[C:18]([C:20]2[N:21]=[CH:22][N:23]([C@@H:27]3[C:43]4[CH:44]=[C:39]([CH:40]=[CH:41][N:42]=4)[C:38]4[N:37]([CH3:45])[N:36]=[CH:35][C:34]=4[NH:33][C:32](=[O:46])[C@H:31]([CH3:47])[CH2:30][CH2:29][CH2:28]3)[C:24](=[O:26])[CH:25]=2)[CH:19]=1.N1CCC[C@H]1C(O)=O.C([O-])([O-])=O.[K+].[K+]. The catalyst is CS(C)=O.[Cu]I. The product is [F:6][C:7]([F:12])([F:11])[C:8]([OH:10])=[O:9].[Cl:13][C:14]1[CH:15]=[CH:16][C:17]([N:1]2[CH:5]=[CH:4][N:3]=[CH:2]2)=[C:18]([C:20]2[N:21]=[CH:22][N:23]([C@@H:27]3[C:43]4[CH:44]=[C:39]([CH:40]=[CH:41][N:42]=4)[C:38]4[N:37]([CH3:45])[N:36]=[CH:35][C:34]=4[NH:33][C:32](=[O:46])[C@H:31]([CH3:47])[CH2:30][CH2:29][CH2:28]3)[C:24](=[O:26])[CH:25]=2)[CH:19]=1. The yield is 0.430. (7) The reactants are [CH2:1]([O:3][C:4]1[CH:5]=[C:6]([N:10]2[CH2:18][CH2:17][C:12]3([NH:16][CH2:15][CH2:14][CH2:13]3)[CH2:11]2)[CH:7]=[N:8][CH:9]=1)[CH3:2].C=O.[C:21](=O)(O)[O-].[Na+]. The catalyst is C(O)=O. The product is [CH3:21][N:16]1[C:12]2([CH2:17][CH2:18][N:10]([C:6]3[CH:7]=[N:8][CH:9]=[C:4]([O:3][CH2:1][CH3:2])[CH:5]=3)[CH2:11]2)[CH2:13][CH2:14][CH2:15]1. The yield is 0.893.